This data is from Reaction yield outcomes from USPTO patents with 853,638 reactions. The task is: Predict the reaction yield, written as a fraction of the theoretical maximum amount of product (1.0 means a 100% yield; for example, 0.34 means a 34% yield). (1) The reactants are [H-].[Na+].Cl[C:4]1[CH:5]=[C:6]([C@H:11]2[C:19]3[C:14](=[CH:15][CH:16]=[CH:17][CH:18]=3)[C@H:13]([OH:20])[CH2:12]2)[CH:7]=[CH:8][C:9]=1Cl.CI.[OH2:23]. The catalyst is C1COCC1. The product is [C:6]1([CH:11]2[C:19]3[C:14](=[CH:15][CH:16]=[CH:17][CH:18]=3)[CH:13]([O:20][C:11](=[O:23])[C:6]3[CH:7]=[CH:8][CH:9]=[CH:4][CH:5]=3)[CH2:12]2)[CH:7]=[CH:8][CH:9]=[CH:4][CH:5]=1. The yield is 0.500. (2) The reactants are [F:1][C:2]1[CH:7]=[CH:6][CH:5]=[CH:4][C:3]=1[OH:8].[H-].[Na+].F[C:12]1[CH:17]=[CH:16][C:15]([N+:18]([O-:20])=[O:19])=[CH:14][CH:13]=1. The catalyst is CN(C)C=O.Cl[Cu]. The product is [F:1][C:2]1[CH:7]=[CH:6][CH:5]=[CH:4][C:3]=1[O:8][C:12]1[CH:17]=[CH:16][C:15]([N+:18]([O-:20])=[O:19])=[CH:14][CH:13]=1. The yield is 0.310. (3) The reactants are [OH:1][C:2]1[CH:11]=[CH:10][C:5]([C:6]([O:8][CH3:9])=[O:7])=[CH:4][C:3]=1I.[C:13]([C:15]1[CH:16]=[C:17]([O:21][CH3:22])[CH:18]=[CH:19][CH:20]=1)#[CH:14].CN(C)C(N(C)C)=N. The catalyst is CN(C)C=O.C(OCC)(=O)C.Cl[Pd](Cl)([P](C1C=CC=CC=1)(C1C=CC=CC=1)C1C=CC=CC=1)[P](C1C=CC=CC=1)(C1C=CC=CC=1)C1C=CC=CC=1.[Cu]I. The product is [CH3:22][O:21][C:17]1[CH:16]=[C:15]([C:13]2[O:1][C:2]3[CH:11]=[CH:10][C:5]([C:6]([O:8][CH3:9])=[O:7])=[CH:4][C:3]=3[CH:14]=2)[CH:20]=[CH:19][CH:18]=1. The yield is 0.910.